From a dataset of NCI-60 drug combinations with 297,098 pairs across 59 cell lines. Regression. Given two drug SMILES strings and cell line genomic features, predict the synergy score measuring deviation from expected non-interaction effect. (1) Drug 1: C1=CC(=CC=C1CC(C(=O)O)N)N(CCCl)CCCl.Cl. Drug 2: CC1=C(C(CCC1)(C)C)C=CC(=CC=CC(=CC(=O)O)C)C. Cell line: SR. Synergy scores: CSS=34.1, Synergy_ZIP=-1.61, Synergy_Bliss=-8.16, Synergy_Loewe=-29.6, Synergy_HSA=-10.3. (2) Drug 1: CC(C)NC(=O)C1=CC=C(C=C1)CNNC.Cl. Drug 2: COCCOC1=C(C=C2C(=C1)C(=NC=N2)NC3=CC=CC(=C3)C#C)OCCOC.Cl. Cell line: A498. Synergy scores: CSS=-2.84, Synergy_ZIP=6.73, Synergy_Bliss=12.3, Synergy_Loewe=-22.1, Synergy_HSA=-16.7. (3) Drug 1: CC(C1=C(C=CC(=C1Cl)F)Cl)OC2=C(N=CC(=C2)C3=CN(N=C3)C4CCNCC4)N. Drug 2: CCC1=C2CN3C(=CC4=C(C3=O)COC(=O)C4(CC)O)C2=NC5=C1C=C(C=C5)O. Cell line: SK-OV-3. Synergy scores: CSS=20.4, Synergy_ZIP=-7.37, Synergy_Bliss=-1.84, Synergy_Loewe=-13.5, Synergy_HSA=-1.72. (4) Drug 1: CCCCC(=O)OCC(=O)C1(CC(C2=C(C1)C(=C3C(=C2O)C(=O)C4=C(C3=O)C=CC=C4OC)O)OC5CC(C(C(O5)C)O)NC(=O)C(F)(F)F)O. Drug 2: CC1=C(C(=O)C2=C(C1=O)N3CC4C(C3(C2COC(=O)N)OC)N4)N. Cell line: CCRF-CEM. Synergy scores: CSS=72.8, Synergy_ZIP=-3.19, Synergy_Bliss=-4.60, Synergy_Loewe=-8.76, Synergy_HSA=-2.98. (5) Drug 1: COC1=C2C(=CC3=C1OC=C3)C=CC(=O)O2. Drug 2: CC1C(C(CC(O1)OC2CC(CC3=C2C(=C4C(=C3O)C(=O)C5=CC=CC=C5C4=O)O)(C(=O)C)O)N)O. Synergy scores: CSS=37.5, Synergy_ZIP=0.576, Synergy_Bliss=0.691, Synergy_Loewe=-10.8, Synergy_HSA=1.29. Cell line: NCIH23. (6) Drug 1: CC1=C(C=C(C=C1)NC(=O)C2=CC=C(C=C2)CN3CCN(CC3)C)NC4=NC=CC(=N4)C5=CN=CC=C5. Drug 2: C1C(C(OC1N2C=NC(=NC2=O)N)CO)O. Cell line: MOLT-4. Synergy scores: CSS=41.2, Synergy_ZIP=-4.28, Synergy_Bliss=-6.57, Synergy_Loewe=-37.5, Synergy_HSA=-3.17. (7) Drug 1: CN1CCC(CC1)COC2=C(C=C3C(=C2)N=CN=C3NC4=C(C=C(C=C4)Br)F)OC. Drug 2: C1CCN(CC1)CCOC2=CC=C(C=C2)C(=O)C3=C(SC4=C3C=CC(=C4)O)C5=CC=C(C=C5)O. Cell line: OVCAR-4. Synergy scores: CSS=8.45, Synergy_ZIP=-2.16, Synergy_Bliss=1.53, Synergy_Loewe=0.0260, Synergy_HSA=0.354. (8) Drug 1: CC1C(C(CC(O1)OC2CC(OC(C2O)C)OC3=CC4=CC5=C(C(=O)C(C(C5)C(C(=O)C(C(C)O)O)OC)OC6CC(C(C(O6)C)O)OC7CC(C(C(O7)C)O)OC8CC(C(C(O8)C)O)(C)O)C(=C4C(=C3C)O)O)O)O. Drug 2: CCC1(C2=C(COC1=O)C(=O)N3CC4=CC5=C(C=CC(=C5CN(C)C)O)N=C4C3=C2)O.Cl. Cell line: KM12. Synergy scores: CSS=76.3, Synergy_ZIP=-6.67, Synergy_Bliss=-3.28, Synergy_Loewe=-2.73, Synergy_HSA=-0.898. (9) Drug 1: CC(CN1CC(=O)NC(=O)C1)N2CC(=O)NC(=O)C2. Drug 2: C1=CC(=CC=C1CC(C(=O)O)N)N(CCCl)CCCl.Cl. Cell line: MCF7. Synergy scores: CSS=27.9, Synergy_ZIP=-8.90, Synergy_Bliss=0.489, Synergy_Loewe=-1.63, Synergy_HSA=2.99. (10) Drug 1: C1C(C(OC1N2C=NC3=C(N=C(N=C32)Cl)N)CO)O. Drug 2: C#CCC(CC1=CN=C2C(=N1)C(=NC(=N2)N)N)C3=CC=C(C=C3)C(=O)NC(CCC(=O)O)C(=O)O. Cell line: HCT-15. Synergy scores: CSS=52.9, Synergy_ZIP=-5.45, Synergy_Bliss=-12.0, Synergy_Loewe=-26.5, Synergy_HSA=-11.9.